This data is from Catalyst prediction with 721,799 reactions and 888 catalyst types from USPTO. The task is: Predict which catalyst facilitates the given reaction. (1) Reactant: [Li+].[OH-].C([O:6][C:7]1[CH:19]=[C:18]([CH2:20][N:21]2[C:25]3[CH:26]=[CH:27][C:28]([O:30]C(=O)C)=[CH:29][C:24]=3[O:23][C:22]2=[O:34])[CH:17]=[CH:16][C:8]=1[O:9][CH2:10][C:11]([O:13]CC)=[O:12])(=O)C. Product: [OH:6][C:7]1[CH:19]=[C:18]([CH2:20][N:21]2[C:25]3[CH:26]=[CH:27][C:28]([OH:30])=[CH:29][C:24]=3[O:23][C:22]2=[O:34])[CH:17]=[CH:16][C:8]=1[O:9][CH2:10][C:11]([OH:13])=[O:12]. The catalyst class is: 90. (2) Reactant: [P:1]([Cl:5])(Cl)([Cl:3])=[O:2].[C:6]([C:10]1[CH:11]=[C:12]([OH:20])[C:13]2[C:18]([CH:19]=1)=[CH:17][CH:16]=[CH:15][CH:14]=2)([CH3:9])([CH3:8])[CH3:7].C(N(CC)CC)C. Product: [P:1]([Cl:5])([Cl:3])(=[O:2])[O:20][C:12]1[C:13]2[C:18](=[CH:17][CH:16]=[CH:15][CH:14]=2)[CH:19]=[C:10]([C:6]([CH3:9])([CH3:8])[CH3:7])[CH:11]=1. The catalyst class is: 27. (3) Reactant: [CH3:1][C:2]1[O:6][C:5]([C:7]2[CH:12]=[CH:11][CH:10]=[CH:9][CH:8]=2)=[N:4][C:3]=1[CH2:13][O:14][C:15]1[CH:33]=[CH:32][C:18]([CH2:19][O:20][C:21]2[CH:26]=[CH:25][C:24]([CH2:27][C:28]([O:30]C)=[O:29])=[CH:23][CH:22]=2)=[CH:17][CH:16]=1.O1CCCC1.[OH-].[Na+].Cl. Product: [CH3:1][C:2]1[O:6][C:5]([C:7]2[CH:8]=[CH:9][CH:10]=[CH:11][CH:12]=2)=[N:4][C:3]=1[CH2:13][O:14][C:15]1[CH:33]=[CH:32][C:18]([CH2:19][O:20][C:21]2[CH:22]=[CH:23][C:24]([CH2:27][C:28]([OH:30])=[O:29])=[CH:25][CH:26]=2)=[CH:17][CH:16]=1. The catalyst class is: 72.